Dataset: Forward reaction prediction with 1.9M reactions from USPTO patents (1976-2016). Task: Predict the product of the given reaction. The product is: [Cl:11][C:10]1[C:2]2[N:1]=[C:18]([C:15]3[CH:16]=[CH:17][N:12]=[CH:13][CH:14]=3)[NH:6][C:4](=[O:5])[C:3]=2[CH:7]=[CH:8][N:9]=1. Given the reactants [NH2:1][C:2]1[C:10]([Cl:11])=[N:9][CH:8]=[CH:7][C:3]=1[C:4]([NH2:6])=[O:5].[N:12]1[CH:17]=[CH:16][C:15]([CH:18]=O)=[CH:14][CH:13]=1.S([O-])(O)=O.[Na+].O, predict the reaction product.